From a dataset of Forward reaction prediction with 1.9M reactions from USPTO patents (1976-2016). Predict the product of the given reaction. (1) Given the reactants [CH3:1][C@@H:2]([CH2:29][CH:30]=[CH2:31])[C:3]([O:5][C@H:6]([C:23]1[CH:28]=[CH:27][CH:26]=[CH:25][CH:24]=1)[CH2:7][NH:8][C:9]([C@@H:11]([CH2:20]C=C)[CH2:12][C:13]([O:15][C:16]([CH3:19])([CH3:18])[CH3:17])=[O:14])=[O:10])=[O:4], predict the reaction product. The product is: [CH3:1][C@@H:2]1[C:3](=[O:4])[O:5][C@H:6]([C:23]2[CH:24]=[CH:25][CH:26]=[CH:27][CH:28]=2)[CH2:7][NH:8][C:9](=[O:10])[C@H:11]([CH2:12][C:13]([O:15][C:16]([CH3:17])([CH3:18])[CH3:19])=[O:14])[CH2:20][CH:31]=[CH:30][CH2:29]1. (2) Given the reactants [Cl:1][C:2]1[CH:7]=[CH:6][C:5]([C:8]2[CH:9]=[C:10]([CH3:19])[C:11]3[N:12]([C:14]([C:17]#[CH:18])=[CH:15][N:16]=3)[CH:13]=2)=[CH:4][CH:3]=1.Br[C:21]1[S:25][C:24]([S:26]([NH2:29])(=[O:28])=[O:27])=[CH:23][CH:22]=1, predict the reaction product. The product is: [Cl:1][C:2]1[CH:3]=[CH:4][C:5]([C:8]2[CH:9]=[C:10]([CH3:19])[C:11]3[N:12]([C:14]([C:17]#[C:18][C:21]4[S:25][C:24]([S:26]([NH2:29])(=[O:28])=[O:27])=[CH:23][CH:22]=4)=[CH:15][N:16]=3)[CH:13]=2)=[CH:6][CH:7]=1. (3) Given the reactants [CH2:1]([N:8]([C:36]([O:38][C:39]([CH3:42])([CH3:41])[CH3:40])=[O:37])[CH2:9][CH2:10][C:11]1[CH:16]=[CH:15][C:14]([S:17]([C:20]2[CH:35]=[CH:34][C:23]([O:24][C:25]3[CH:33]=[CH:32][CH:31]=[CH:30][C:26]=3[C:27]([OH:29])=[O:28])=[CH:22][CH:21]=2)(=[O:19])=[O:18])=[CH:13][CH:12]=1)[C:2]1[CH:7]=[CH:6][CH:5]=[CH:4][CH:3]=1.C(=O)([O-])[O-].[K+].[K+].I[CH2:50][CH3:51].O, predict the reaction product. The product is: [CH2:1]([N:8]([C:36]([O:38][C:39]([CH3:42])([CH3:41])[CH3:40])=[O:37])[CH2:9][CH2:10][C:11]1[CH:12]=[CH:13][C:14]([S:17]([C:20]2[CH:35]=[CH:34][C:23]([O:24][C:25]3[CH:33]=[CH:32][CH:31]=[CH:30][C:26]=3[C:27]([O:29][CH2:50][CH3:51])=[O:28])=[CH:22][CH:21]=2)(=[O:18])=[O:19])=[CH:15][CH:16]=1)[C:2]1[CH:7]=[CH:6][CH:5]=[CH:4][CH:3]=1. (4) Given the reactants [OH:1][C:2]1[CH:11]=[C:10]2[C:5]([CH:6]=[CH:7][C:8](=[O:12])[NH:9]2)=[CH:4][CH:3]=1.CN(C=O)C.C(=O)([O-])[O-].[K+].[K+].Br[CH2:25][CH2:26][CH2:27][CH2:28][Cl:29], predict the reaction product. The product is: [Cl:29][CH2:28][CH2:27][CH2:26][CH2:25][O:1][C:2]1[CH:11]=[C:10]2[C:5]([CH:6]=[CH:7][C:8](=[O:12])[NH:9]2)=[CH:4][CH:3]=1. (5) Given the reactants [Br:1][C:2]1[CH:11]=[CH:10][C:5]([C:6]([O:8]C)=[O:7])=[CH:4][C:3]=1[C:12]([F:15])([F:14])[CH3:13].[OH-].[Na+], predict the reaction product. The product is: [Br:1][C:2]1[CH:11]=[CH:10][C:5]([C:6]([OH:8])=[O:7])=[CH:4][C:3]=1[C:12]([F:14])([F:15])[CH3:13]. (6) The product is: [C:6]1([S:12]([C:15]2[CH:16]=[CH:17][C:18]([O:24][CH2:1][C@@H:3]3[CH2:4][O:5]3)=[C:19]([C:21](=[O:23])[CH3:22])[CH:20]=2)(=[O:14])=[O:13])[CH:7]=[CH:8][CH:9]=[CH:10][CH:11]=1. Given the reactants [CH2:1]([C@@H:3]1[O:5][CH2:4]1)Cl.[C:6]1([S:12]([C:15]2[CH:16]=[CH:17][C:18]([OH:24])=[C:19]([C:21](=[O:23])[CH3:22])[CH:20]=2)(=[O:14])=[O:13])[CH:11]=[CH:10][CH:9]=[CH:8][CH:7]=1.C(=O)([O-])[O-].[K+].[K+], predict the reaction product.